Dataset: Catalyst prediction with 721,799 reactions and 888 catalyst types from USPTO. Task: Predict which catalyst facilitates the given reaction. (1) Reactant: [CH2:1]([O:3][C:4]1[CH:5]=[C:6]([CH2:13][CH:14]([NH:17][C:18](=[O:24])[O:19][C:20]([CH3:23])([CH3:22])[CH3:21])[CH2:15]O)[CH:7]=[CH:8][C:9]=1[O:10][CH2:11][CH3:12])[CH3:2].[C:25]1(=[O:35])[NH:29][C:28](=[O:30])[C:27]2=[CH:31][CH:32]=[CH:33][CH:34]=[C:26]12.C1(P(C2C=CC=CC=2)C2C=CC=CC=2)C=CC=CC=1.N(C(OCC)=O)=NC(OCC)=O. Product: [CH2:1]([O:3][C:4]1[CH:5]=[C:6]([CH2:13][CH:14]([NH:17][C:18](=[O:24])[O:19][C:20]([CH3:23])([CH3:22])[CH3:21])[CH2:15][N:29]2[C:25](=[O:35])[C:26]3[C:27](=[CH:31][CH:32]=[CH:33][CH:34]=3)[C:28]2=[O:30])[CH:7]=[CH:8][C:9]=1[O:10][CH2:11][CH3:12])[CH3:2]. The catalyst class is: 20. (2) The catalyst class is: 2. Reactant: ClC1C(=O)C(C#N)=C(C#N)C(=O)C=1Cl.[F:15][C:16]([F:42])([F:41])[S:17]([O:20][C:21]1[CH:30]=[CH:29][C:28]2[C:23](=[CH:24][CH:25]=[CH:26][CH:27]=2)[C:22]=1[CH:31]1[C:40]2[C:35](=[CH:36][CH:37]=[CH:38][CH:39]=2)[CH2:34][CH2:33][NH:32]1)(=[O:19])=[O:18]. Product: [F:42][C:16]([F:15])([F:41])[S:17]([O:20][C:21]1[CH:30]=[CH:29][C:28]2[C:23](=[CH:24][CH:25]=[CH:26][CH:27]=2)[C:22]=1[C:31]1[C:40]2[C:35](=[CH:36][CH:37]=[CH:38][CH:39]=2)[CH2:34][CH2:33][N:32]=1)(=[O:19])=[O:18].